Dataset: Full USPTO retrosynthesis dataset with 1.9M reactions from patents (1976-2016). Task: Predict the reactants needed to synthesize the given product. (1) Given the product [C:19]([O:27][CH2:28][CH2:29][O:30][C:31]1[CH:36]=[CH:35][CH:34]=[C:33]([CH2:37][N:3]2[CH2:8][CH2:7][CH2:6][C@H:5]([NH:9][C:10]3[CH:11]=[C:12]4[C:16](=[CH:17][CH:18]=3)[NH:15][N:14]=[CH:13]4)[CH2:4]2)[CH:32]=1)(=[O:26])[C:20]1[CH:21]=[CH:22][CH:23]=[CH:24][CH:25]=1, predict the reactants needed to synthesize it. The reactants are: Cl.Cl.[NH:3]1[CH2:8][CH2:7][CH2:6][C@H:5]([NH:9][C:10]2[CH:11]=[C:12]3[C:16](=[CH:17][CH:18]=2)[NH:15][N:14]=[CH:13]3)[CH2:4]1.[C:19]([O:27][CH2:28][CH2:29][O:30][C:31]1[CH:36]=[CH:35][CH:34]=[C:33]([CH:37]=O)[CH:32]=1)(=[O:26])[C:20]1[CH:25]=[CH:24][CH:23]=[CH:22][CH:21]=1.C(O[BH-](OC(=O)C)OC(=O)C)(=O)C.[Na+]. (2) Given the product [F:1][C:2]([F:27])([F:28])[C:3]1[CH:4]=[C:5]([NH:9][C:10]([C:12]2[CH:17]=[CH:16][CH:15]=[CH:14][C:13]=2/[CH:18]=[CH:19]/[C:20]([OH:22])=[O:21])=[O:11])[CH:6]=[CH:7][CH:8]=1, predict the reactants needed to synthesize it. The reactants are: [F:1][C:2]([F:28])([F:27])[C:3]1[CH:4]=[C:5]([NH:9][C:10]([C:12]2[CH:17]=[CH:16][CH:15]=[CH:14][C:13]=2/[CH:18]=[CH:19]/[C:20]([O:22]C(C)(C)C)=[O:21])=[O:11])[CH:6]=[CH:7][CH:8]=1.FC(F)(F)C(O)=O. (3) The reactants are: [Cl:1][C:2]1[CH:10]=[CH:9][C:5]([C:6](Cl)=[O:7])=[CH:4][C:3]=1[S:11](=[O:14])(=[O:13])[NH2:12].[Cl-].[Al+3].[Cl-].[Cl-].[CH:19]1[CH:24]=[CH:23][CH:22]=[CH:21][CH:20]=1.Cl. Given the product [C:6]([C:5]1[CH:9]=[CH:10][C:2]([Cl:1])=[C:3]([S:11]([NH2:12])(=[O:14])=[O:13])[CH:4]=1)(=[O:7])[C:19]1[CH:24]=[CH:23][CH:22]=[CH:21][CH:20]=1, predict the reactants needed to synthesize it. (4) Given the product [BrH:35].[CH2:25]([C:22]1[CH:23]=[N:24][C:19]([N:18]([CH2:29][CH2:30][CH2:31][CH2:32][CH2:33][CH3:34])[CH2:17][CH2:16][C:14]2[N:15]=[C:11]([S:10][C:7]([CH3:9])([CH3:8])[C:6]([OH:5])=[O:27])[S:12][CH:13]=2)=[N:20][CH:21]=1)[CH3:26], predict the reactants needed to synthesize it. The reactants are: C([O:5][C:6](=[O:27])[C:7]([S:10][C:11]1[S:12][CH:13]=[C:14]([CH2:16][CH2:17][NH:18][C:19]2[N:24]=[CH:23][C:22]([CH2:25][CH3:26])=[CH:21][N:20]=2)[N:15]=1)([CH3:9])[CH3:8])(C)(C)C.I[CH2:29][CH2:30][CH2:31][CH2:32][CH2:33][CH3:34].[BrH:35].C(O)(=O)C. (5) The reactants are: [CH3:1][C:2]1[CH:7]=[CH:6][C:5]([C:8]2[N:12]=[C:11]([CH:13]3[CH2:16][N:15]([C:17]([O:19][CH3:20])=[O:18])[CH2:14]3)[O:10][N:9]=2)=[CH:4][C:3]=1[NH:21][C:22]([C:24]1[N:28]2[CH:29]=[C:30]([CH2:33][O:34]S(C)(=O)=O)[CH:31]=[CH:32][C:27]2=[N:26][CH:25]=1)=[O:23].C([O-])([O-])=O.[K+].[K+].[F:45][CH:46]([F:49])[CH2:47]O. Given the product [F:45][CH:46]([F:49])[CH2:47][O:34][CH2:33][C:30]1[CH:31]=[CH:32][C:27]2[N:28]([C:24]([C:22]([NH:21][C:3]3[CH:4]=[C:5]([C:8]4[N:12]=[C:11]([CH:13]5[CH2:16][N:15]([C:17]([O:19][CH3:20])=[O:18])[CH2:14]5)[O:10][N:9]=4)[CH:6]=[CH:7][C:2]=3[CH3:1])=[O:23])=[CH:25][N:26]=2)[CH:29]=1, predict the reactants needed to synthesize it. (6) Given the product [C:1]([NH:5][C:6]([C:8]1[C:16]2[C:11](=[N:12][CH:13]=[C:14]([NH:17][C:18]3[CH:22]=[CH:21][N:20]([CH3:23])[N:19]=3)[N:15]=2)[NH:10][CH:9]=1)=[O:7])([CH3:4])([CH3:3])[CH3:2], predict the reactants needed to synthesize it. The reactants are: [C:1]([NH:5][C:6]([C:8]1[C:16]2[C:11](=[N:12][CH:13]=[C:14]([NH:17][C:18]3[CH:22]=[CH:21][N:20]([CH3:23])[N:19]=3)[N:15]=2)[N:10](COCC[Si](C)(C)C)[CH:9]=1)=[O:7])([CH3:4])([CH3:3])[CH3:2].FC(F)(F)C(O)=O.CO.[OH-].[NH4+]. (7) Given the product [CH3:59][C:60]1[CH:61]=[C:62]([C:74]([CH3:77])([CH3:76])[CH3:75])[C:63]([OH:73])=[C:64]([CH3:72])[C:65]=1[CH2:66][C:67]1[NH:71][CH2:70][CH2:69][N:68]=1, predict the reactants needed to synthesize it. The reactants are: COC(C1C=CC(O)=CC=1)=O.C(OC(C1C=CC(O)=CC=1)=O)CC.P([O-])([O-])([O-])=O.CCOCCOCCO.C(N(CC(O)=O)CC(O)=O)CN(CC(O)=O)CC(O)=O.[CH3:59][C:60]1[CH:61]=[C:62]([C:74]([CH3:77])([CH3:76])[CH3:75])[C:63]([OH:73])=[C:64]([CH3:72])[C:65]=1[CH2:66][C:67]1[NH:71][CH2:70][CH2:69][N:68]=1.Cl.[OH-].[Na+]. (8) Given the product [Cl:1][C:2]1[C:3]([N:27]([CH:29]([CH3:30])[CH3:31])[CH3:28])=[CH:4][C:5]2[N:11]=[C:10]([C:12]3[CH:17]=[CH:16][CH:15]=[C:14]([N:18]4[C:22]([CH2:23][NH:37][CH2:38][CH:39]5[CH2:41][CH2:40]5)=[CH:21][N:20]=[N:19]4)[CH:13]=3)[CH2:9][C:8](=[O:25])[NH:7][C:6]=2[CH:26]=1, predict the reactants needed to synthesize it. The reactants are: [Cl:1][C:2]1[C:3]([N:27]([CH:29]([CH3:31])[CH3:30])[CH3:28])=[CH:4][C:5]2[N:11]=[C:10]([C:12]3[CH:17]=[CH:16][CH:15]=[C:14]([N:18]4[C:22]([CH2:23]O)=[CH:21][N:20]=[N:19]4)[CH:13]=3)[CH2:9][C:8](=[O:25])[NH:7][C:6]=2[CH:26]=1.S(Cl)(Cl)=O.[Cl-].[NH2:37][CH2:38][CH:39]1[CH2:41][CH2:40]1. (9) Given the product [CH3:27][N:24]1[C:25](=[O:26])[C:21]([C:3]2[C:4]3[C:9](=[N:8][CH:7]=[CH:6][CH:5]=3)[NH:1][CH:2]=2)=[C:22]([C:29]2[C:37]3[C:32](=[CH:33][CH:34]=[CH:35][CH:36]=3)[N:31]([C:38]([O:40][C:41]([CH3:43])([CH3:42])[CH3:44])=[O:39])[CH:30]=2)[C:23]1=[O:28], predict the reactants needed to synthesize it. The reactants are: [NH:1]1[C:9]2[C:4](=[CH:5][CH:6]=[CH:7][N:8]=2)[CH:3]=[CH:2]1.[Li+].C[Si]([N-][Si](C)(C)C)(C)C.Br[C:21]1[C:25](=[O:26])[N:24]([CH3:27])[C:23](=[O:28])[C:22]=1[C:29]1[C:37]2[C:32](=[CH:33][CH:34]=[CH:35][CH:36]=2)[N:31]([C:38]([O:40][C:41]([CH3:44])([CH3:43])[CH3:42])=[O:39])[CH:30]=1.[Cl-].[NH4+].